This data is from Reaction yield outcomes from USPTO patents with 853,638 reactions. The task is: Predict the reaction yield, written as a fraction of the theoretical maximum amount of product (1.0 means a 100% yield; for example, 0.34 means a 34% yield). (1) The reactants are O[CH2:2][C:3]1[CH:12]=[CH:11][C:6]([C:7]([O:9][CH3:10])=[O:8])=[C:5]([N+:13]([O-:15])=[O:14])[CH:4]=1.N1C=CC=CC=1.S(Cl)([Cl:24])=O.C1COCC1. The catalyst is C(OCC)C. The product is [Cl:24][CH2:2][C:3]1[CH:12]=[CH:11][C:6]([C:7]([O:9][CH3:10])=[O:8])=[C:5]([N+:13]([O-:15])=[O:14])[CH:4]=1. The yield is 0.900. (2) The reactants are Cl[C:2]1[CH:11]=[CH:10][C:9]2[C:4](=[C:5]([C:12]3[NH:20][C:19]4[CH2:18][CH:17]([CH3:21])[NH:16][C:15](=[O:22])[C:14]=4[CH:13]=3)[CH:6]=[CH:7][CH:8]=2)[N:3]=1.[NH2:23][C:24]1[CH:29]=[CH:28][CH:27]=[CH:26][CH:25]=1.[Li+].C[Si]([N-][Si](C)(C)C)(C)C.C(O)(C(F)(F)F)=O. The catalyst is CS(C)=O. The product is [CH3:21][CH:17]1[NH:16][C:15](=[O:22])[C:14]2[CH:13]=[C:12]([C:5]3[CH:6]=[CH:7][CH:8]=[C:9]4[C:4]=3[N:3]=[C:2]([NH:23][C:24]3[CH:29]=[CH:28][CH:27]=[CH:26][CH:25]=3)[CH:11]=[CH:10]4)[NH:20][C:19]=2[CH2:18]1. The yield is 0.310. (3) The yield is 0.550. The reactants are [N+:1]([C:4]1[CH:5]=[N:6][C:7]2[N:8]([N:10]=[C:11]([C:15]3[CH:20]=[CH:19][C:18]([O:21][C:22]4[CH:27]=[CH:26][CH:25]=[CH:24][CH:23]=4)=[CH:17][CH:16]=3)[C:12]=2[C:13]#[N:14])[CH:9]=1)([O-:3])=[O:2].[BH4-].[Na+].O. The product is [N+:1]([CH:4]1[CH2:9][N:8]2[N:10]=[C:11]([C:15]3[CH:16]=[CH:17][C:18]([O:21][C:22]4[CH:23]=[CH:24][CH:25]=[CH:26][CH:27]=4)=[CH:19][CH:20]=3)[C:12]([C:13]#[N:14])=[C:7]2[NH:6][CH2:5]1)([O-:3])=[O:2]. The catalyst is C(O)C.C(Cl)Cl. (4) The reactants are [CH2:1]([C:4]1[CH:9]=[C:8]([F:10])[CH:7]=[CH:6][C:5]=1[OH:11])[CH:2]=[CH2:3].C1C=C(Cl)C=C(C(OO)=[O:20])C=1. The catalyst is C(Cl)(Cl)Cl. The product is [F:10][C:8]1[CH:7]=[CH:6][C:5]2[O:11][CH:2]([CH2:3][OH:20])[CH2:1][C:4]=2[CH:9]=1. The yield is 0.770. (5) The reactants are [OH:1][CH:2]([C:20]1[CH:25]=[CH:24][C:23]([O:26][CH3:27])=[CH:22][CH:21]=1)[CH:3]([CH2:9][C:10]1[CH:15]=[CH:14][C:13]([C:16]([F:19])([F:18])[F:17])=[CH:12][CH:11]=1)[C:4]([O:6]CC)=[O:5].[OH-].[Na+].Cl. The catalyst is CO. The product is [OH:1][CH:2]([C:20]1[CH:21]=[CH:22][C:23]([O:26][CH3:27])=[CH:24][CH:25]=1)[CH:3]([CH2:9][C:10]1[CH:11]=[CH:12][C:13]([C:16]([F:18])([F:19])[F:17])=[CH:14][CH:15]=1)[C:4]([OH:6])=[O:5]. The yield is 0.860. (6) The reactants are [F:1][C:2]1[C:3]([N+:16]([O-])=O)=[CH:4][C:5]2[CH:6]=[C:7]3[C:13]([CH3:15])([CH3:14])[CH2:12][CH2:11][N:8]3[C:9]=2[CH:10]=1.C([O-])=O.[NH4+]. The catalyst is C(O)C.[Pd]. The product is [F:1][C:2]1[C:3]([NH2:16])=[CH:4][C:5]2[CH:6]=[C:7]3[C:13]([CH3:14])([CH3:15])[CH2:12][CH2:11][N:8]3[C:9]=2[CH:10]=1. The yield is 0.490.